Dataset: Forward reaction prediction with 1.9M reactions from USPTO patents (1976-2016). Task: Predict the product of the given reaction. (1) Given the reactants [CH2:1]([C:4]1[N:5]=[C:6]([C@@H:26]2[C@H:30]([CH2:31][CH3:32])[CH2:29][C@H:28]([NH:33][S:34]([CH:37]3[CH2:39][CH2:38]3)(=[O:36])=[O:35])[CH2:27]2)[N:7]2[C:12]3[CH:13]=[CH:14][N:15](S(C4C=CC(C)=CC=4)(=O)=O)[C:11]=3[N:10]=[CH:9][C:8]=12)[CH:2]=C.I([O-])(=O)(=O)=[O:41].[Na+].[BH4-].[Na+].Cl.[OH-].[Na+], predict the reaction product. The product is: [CH2:31]([C@H:30]1[C@@H:26]([C:6]2[N:7]3[C:12]4[CH:13]=[CH:14][NH:15][C:11]=4[N:10]=[CH:9][C:8]3=[C:4]([CH2:1][CH2:2][OH:41])[N:5]=2)[CH2:27][C@@H:28]([NH:33][S:34]([CH:37]2[CH2:39][CH2:38]2)(=[O:36])=[O:35])[CH2:29]1)[CH3:32]. (2) Given the reactants [OH-].[Na+].C(O)C.[C:6]([NH:14][C:15]1[CH:24]=[C:23]([S:25][C:26]2[CH:31]=[CH:30][CH:29]=[CH:28][CH:27]=2)[CH:22]=[CH:21][C:16]=1[C:17]([O:19]C)=[O:18])(=[O:13])[C:7]1[CH:12]=[CH:11][CH:10]=[CH:9][CH:8]=1.Cl, predict the reaction product. The product is: [C:6]([NH:14][C:15]1[CH:24]=[C:23]([S:25][C:26]2[CH:31]=[CH:30][CH:29]=[CH:28][CH:27]=2)[CH:22]=[CH:21][C:16]=1[C:17]([OH:19])=[O:18])(=[O:13])[C:7]1[CH:8]=[CH:9][CH:10]=[CH:11][CH:12]=1.